This data is from Retrosynthesis with 50K atom-mapped reactions and 10 reaction types from USPTO. The task is: Predict the reactants needed to synthesize the given product. Given the product COc1cc2ncnc(Nc3ccc(Cl)cc3)c2cc1O, predict the reactants needed to synthesize it. The reactants are: COc1cc2ncnc(Nc3ccc(Cl)cc3)c2cc1OC(C)=O.